Task: Predict the product of the given reaction.. Dataset: Forward reaction prediction with 1.9M reactions from USPTO patents (1976-2016) (1) Given the reactants [NH2:1][CH:2]1[C:8](=[O:9])[N:7]([CH:10]([CH2:18][CH:19]([CH3:21])[CH3:20])[C:11]([O:13][C:14]([CH3:17])([CH3:16])[CH3:15])=[O:12])[CH2:6][C:5]2[CH:22]=[CH:23][CH:24]=[CH:25][C:4]=2[CH2:3]1.[Br:26][CH:27]([CH2:31][CH2:32][CH2:33][CH2:34][N:35]1[C:39](=[O:40])[C:38]2=[CH:41][CH:42]=[CH:43][CH:44]=[C:37]2[C:36]1=[O:45])[C:28](O)=[O:29].Cl.CN(C)CCCN=C=NCC.O.ON1C2C=CC=CC=2N=N1, predict the reaction product. The product is: [C:14]([O:13][C:11](=[O:12])[CH:10]([N:7]1[C:8](=[O:9])[CH:2]([NH:1][C:28](=[O:29])[CH:27]([Br:26])[CH2:31][CH2:32][CH2:33][CH2:34][N:35]2[C:39](=[O:40])[C:38]3=[CH:41][CH:42]=[CH:43][CH:44]=[C:37]3[C:36]2=[O:45])[CH2:3][C:4]2[CH:25]=[CH:24][CH:23]=[CH:22][C:5]=2[CH2:6]1)[CH2:18][CH:19]([CH3:21])[CH3:20])([CH3:17])([CH3:16])[CH3:15]. (2) Given the reactants [F:1][C:2]1[CH:14]=[CH:13][C:5]([CH2:6][N:7]2[CH:11]=[C:10]([NH2:12])[CH:9]=[N:8]2)=[CH:4][CH:3]=1.[Cl:15][C:16]1[CH:31]=[CH:30][CH:29]=[CH:28][C:17]=1[O:18][CH2:19][C:20]1[O:24][C:23]([C:25](O)=[O:26])=[CH:22][CH:21]=1, predict the reaction product. The product is: [Cl:15][C:16]1[CH:31]=[CH:30][CH:29]=[CH:28][C:17]=1[O:18][CH2:19][C:20]1[O:24][C:23]([C:25]([NH:12][C:10]2[CH:9]=[N:8][N:7]([CH2:6][C:5]3[CH:13]=[CH:14][C:2]([F:1])=[CH:3][CH:4]=3)[CH:11]=2)=[O:26])=[CH:22][CH:21]=1.